This data is from Full USPTO retrosynthesis dataset with 1.9M reactions from patents (1976-2016). The task is: Predict the reactants needed to synthesize the given product. (1) Given the product [CH:31]1([C:28]2[N:29]=[CH:30][C:25]([O:1][C@@H:2]3[CH2:17][N:5]4[CH2:6][CH2:7][N:8]([C:10]([O:12][C:13]([CH3:14])([CH3:16])[CH3:15])=[O:11])[CH2:9][C@@H:4]4[CH2:3]3)=[N:26][CH:27]=2)[CH2:33][CH2:32]1, predict the reactants needed to synthesize it. The reactants are: [OH:1][C@@H:2]1[CH2:17][N:5]2[CH2:6][CH2:7][N:8]([C:10]([O:12][C:13]([CH3:16])([CH3:15])[CH3:14])=[O:11])[CH2:9][C@@H:4]2[CH2:3]1.CC(C)([O-])C.[K+].Br[C:25]1[CH:30]=[N:29][C:28]([CH:31]2[CH2:33][CH2:32]2)=[CH:27][N:26]=1. (2) The reactants are: [Cl:1][C:2]1[CH:7]=[CH:6][C:5]([C:8]2[N:9]=[C:10]([N:13]([CH2:23][C:24]3[CH:36]=[CH:35][C:34]4[C:33]5[C:28](=[CH:29][CH:30]=[CH:31][CH:32]=5)[CH2:27][C:26]=4[CH:25]=3)[C:14]3[CH:22]=[CH:21][C:17]([C:18]([OH:20])=O)=[CH:16][CH:15]=3)[S:11][CH:12]=2)=[CH:4][CH:3]=1.C1C=CC2N(O)N=NC=2C=1.Cl.C(N=C=NCCCN(C)C)C.Cl.[CH3:60][O:61][C:62](=[O:66])[CH2:63][CH2:64][NH2:65].CCN(C(C)C)C(C)C. Given the product [CH3:60][O:61][C:62](=[O:66])[CH2:63][CH2:64][NH:65][C:18](=[O:20])[C:17]1[CH:21]=[CH:22][C:14]([N:13]([C:10]2[S:11][CH:12]=[C:8]([C:5]3[CH:6]=[CH:7][C:2]([Cl:1])=[CH:3][CH:4]=3)[N:9]=2)[CH2:23][C:24]2[CH:36]=[CH:35][C:34]3[C:33]4[C:28](=[CH:29][CH:30]=[CH:31][CH:32]=4)[CH2:27][C:26]=3[CH:25]=2)=[CH:15][CH:16]=1, predict the reactants needed to synthesize it. (3) The reactants are: [CH3:1][C:2]1[CH:6]=[CH:5][O:4][C:3]=1[CH:7]=[C:8]1[C:16]2[C:11](=[CH:12][CH:13]=[CH:14][CH:15]=2)[NH:10][C:9]1=[O:17].C1C(=O)N([Br:25])C(=O)C1.O. Given the product [Br:25][C:5]1[O:4][C:3]([CH:7]=[C:8]2[C:16]3[C:11](=[CH:12][CH:13]=[CH:14][CH:15]=3)[NH:10][C:9]2=[O:17])=[C:2]([CH3:1])[CH:6]=1, predict the reactants needed to synthesize it.